This data is from Forward reaction prediction with 1.9M reactions from USPTO patents (1976-2016). The task is: Predict the product of the given reaction. (1) Given the reactants F[C:2]1[N:7]=[C:6]([C:8]2[C:16]3[C:11](=[CH:12][N:13]=[C:14]([C:17]4[CH:18]=[N:19][CH:20]=[CH:21][CH:22]=4)[CH:15]=3)[N:10](COCC[Si](C)(C)C)[N:9]=2)[CH:5]=[CH:4][CH:3]=1.[CH2:31]([NH2:36])[CH2:32][CH2:33][CH2:34][NH2:35], predict the reaction product. The product is: [N:19]1[CH:20]=[CH:21][CH:22]=[C:17]([C:14]2[CH:15]=[C:16]3[C:8]([C:6]4[N:7]=[C:2]([NH:35][CH2:34][CH2:33][CH2:32][CH2:31][NH2:36])[CH:3]=[CH:4][CH:5]=4)=[N:9][NH:10][C:11]3=[CH:12][N:13]=2)[CH:18]=1. (2) Given the reactants [C:1]([O:5][C:6]([N:8]1[CH2:13][CH:12]=[CH:11][CH:10]([OH:14])[CH2:9]1)=[O:7])([CH3:4])([CH3:3])[CH3:2].[Cr](Cl)([O-])(=O)=O.[NH+]1C=CC=CC=1, predict the reaction product. The product is: [C:1]([O:5][C:6]([N:8]1[CH2:13][CH:12]=[CH:11][C:10](=[O:14])[CH2:9]1)=[O:7])([CH3:4])([CH3:2])[CH3:3]. (3) The product is: [Cl:1][C:2]1[C:3](=[O:20])[N:4]([OH:25])[C:5]([C:9]2[C:13]([Cl:14])=[C:12]([O:15][CH:16]([F:17])[F:18])[N:11]([CH3:19])[N:10]=2)=[C:6]([F:8])[CH:7]=1. Given the reactants [Cl:1][C:2]1[C:3]([OH:20])=[N:4][C:5]([C:9]2[C:13]([Cl:14])=[C:12]([O:15][CH:16]([F:18])[F:17])[N:11]([CH3:19])[N:10]=2)=[C:6]([F:8])[CH:7]=1.OO.NC(N)=[O:25].FC(F)(F)C(OC(=O)C(F)(F)F)=O, predict the reaction product. (4) Given the reactants C([N:8](CC1C=CC=CC=1)[C@@H:9]1[CH2:14][CH2:13][C@H:12]([C:15]([OH:18])([CH3:17])[CH3:16])[CH2:11][CH2:10]1)C1C=CC=CC=1, predict the reaction product. The product is: [NH2:8][C@@H:9]1[CH2:14][CH2:13][C@H:12]([C:15]([OH:18])([CH3:16])[CH3:17])[CH2:11][CH2:10]1. (5) Given the reactants [F:1][C:2]1[C:3]([N+:9]([O-:11])=[O:10])=[C:4]([NH2:8])[CH:5]=[CH:6][CH:7]=1.C1C(=O)N([Br:19])C(=O)C1.O, predict the reaction product. The product is: [Br:19][C:7]1[CH:6]=[CH:5][C:4]([NH2:8])=[C:3]([N+:9]([O-:11])=[O:10])[C:2]=1[F:1].